From a dataset of Peptide-MHC class I binding affinity with 185,985 pairs from IEDB/IMGT. Regression. Given a peptide amino acid sequence and an MHC pseudo amino acid sequence, predict their binding affinity value. This is MHC class I binding data. The peptide sequence is GMLVGRLGK. The MHC is HLA-A31:01 with pseudo-sequence HLA-A31:01. The binding affinity (normalized) is 0.756.